Dataset: Forward reaction prediction with 1.9M reactions from USPTO patents (1976-2016). Task: Predict the product of the given reaction. The product is: [F:56][C:57]1[CH:62]=[CH:61][C:60]([C@H:38]([NH:37][C:35]([NH:29][C:26]2[N:25]=[CH:24][C:23]3[CH:22]=[N:21][N:20]([C:1]([C:2]4[CH:3]=[CH:4][CH:5]=[CH:6][CH:7]=4)([C:8]4[CH:13]=[CH:12][CH:11]=[CH:10][CH:9]=4)[C:14]4[CH:19]=[CH:18][CH:17]=[CH:16][CH:15]=4)[C:28]=3[CH:27]=2)=[O:36])[CH3:39])=[CH:59][CH:58]=1. Given the reactants [C:1]([N:20]1[C:28]2[CH:27]=[C:26]([NH2:29])[N:25]=[CH:24][C:23]=2[CH:22]=[N:21]1)([C:14]1[CH:19]=[CH:18][CH:17]=[CH:16][CH:15]=1)([C:8]1[CH:13]=[CH:12][CH:11]=[CH:10][CH:9]=1)[C:2]1[CH:7]=[CH:6][CH:5]=[CH:4][CH:3]=1.C1N=CN([C:35]([N:37]2C=N[CH:39]=[CH:38]2)=[O:36])C=1.CCN(C(C)C)C(C)C.N1C=CN=C1.[F:56][C:57]1[CH:62]=[CH:61][C:60]([C@H](N)C)=[CH:59][CH:58]=1, predict the reaction product.